Dataset: Reaction yield outcomes from USPTO patents with 853,638 reactions. Task: Predict the reaction yield, written as a fraction of the theoretical maximum amount of product (1.0 means a 100% yield; for example, 0.34 means a 34% yield). (1) The reactants are [Br:1][CH2:2][C:3]([C:5]1[CH:6]=[C:7]([CH:10]=[CH:11][CH:12]=1)[C:8]#[N:9])=[O:4].[C:13]1([C@@H:19]([NH:31][C:32]2[CH:37]=[CH:36][CH:35]=[CH:34][CH:33]=2)[C:20]([O:22][C@@H:23]2[CH:28]3[CH2:29][CH2:30][N:25]([CH2:26][CH2:27]3)[CH2:24]2)=[O:21])[CH:18]=[CH:17][CH:16]=[CH:15][CH:14]=1. The catalyst is CCOC(C)=O. The product is [Br-:1].[C:8]([C:7]1[CH:6]=[C:5]([C:3](=[O:4])[CH2:2][N+:25]23[CH2:26][CH2:27][CH:28]([CH2:29][CH2:30]2)[C@@H:23]([O:22][C:20](=[O:21])[C@@H:19]([C:13]2[CH:18]=[CH:17][CH:16]=[CH:15][CH:14]=2)[NH:31][C:32]2[CH:37]=[CH:36][CH:35]=[CH:34][CH:33]=2)[CH2:24]3)[CH:12]=[CH:11][CH:10]=1)#[N:9]. The yield is 0.610. (2) The reactants are [Cl:1][C:2]1[C:3](=[O:11])[N:4]([CH2:9]C)[C:5](=[O:8])[C:6]=1Cl.[CH3:12][NH:13][CH3:14]. The catalyst is O1CCCC1. The product is [Cl:1][C:2]1[C:3](=[O:11])[N:4]([CH3:9])[C:5](=[O:8])[C:6]=1[N:13]([CH3:14])[CH3:12]. The yield is 0.850. (3) The reactants are [O:1]=[C:2]1[C:7]2[CH:8]=[CH:9][CH:10]=[CH:11][C:6]=2[S:5][C:4]([C:12]2[CH:17]=[C:16](/[CH:18]=[CH:19]/[C:20]([O:22]C(C)(C)C)=[O:21])[CH:15]=[CH:14][N:13]=2)=[N:3]1.C(OC(C)C)(C)C. The catalyst is FC(F)(F)C(O)=O. The product is [O:1]=[C:2]1[C:7]2[CH:8]=[CH:9][CH:10]=[CH:11][C:6]=2[S:5][C:4]([C:12]2[CH:17]=[C:16](/[CH:18]=[CH:19]/[C:20]([OH:22])=[O:21])[CH:15]=[CH:14][N:13]=2)=[N:3]1. The yield is 0.640. (4) The catalyst is C(O)C. The reactants are O=[C:2]1[CH2:7][CH2:6][N:5]([C:8]([O:10][C:11]([CH3:14])([CH3:13])[CH3:12])=[O:9])[CH2:4][CH2:3]1.[CH3:15][N:16]1[CH2:21][CH2:20][NH:19][CH2:18][CH2:17]1.C(O)(=O)C.C(O[BH-](OC(=O)C)OC(=O)C)(=O)C.[Na+]. The product is [CH3:15][N:16]1[CH2:21][CH2:20][N:19]([CH:2]2[CH2:7][CH2:6][N:5]([C:8]([O:10][C:11]([CH3:14])([CH3:13])[CH3:12])=[O:9])[CH2:4][CH2:3]2)[CH2:18][CH2:17]1. The yield is 0.750. (5) The yield is 0.730. The catalyst is CN(C=O)C. The reactants are [O:1]1[C:5]2([CH2:10][CH2:9][CH:8]([CH2:11][OH:12])[CH2:7][CH2:6]2)OCC1.[H-].[Na+].[CH2:15](Br)[C:16]1[CH:21]=[CH:20][CH:19]=[CH:18][CH:17]=1.[OH-].[Na+]. The product is [CH2:15]([O:12][CH2:11][CH:8]1[CH2:7][CH2:6][C:5](=[O:1])[CH2:10][CH2:9]1)[C:16]1[CH:21]=[CH:20][CH:19]=[CH:18][CH:17]=1. (6) The reactants are CS([O:5][CH2:6][CH2:7][N:8]1[C:13]2[CH:14]=[CH:15][CH:16]=[CH:17][C:12]=2[S:11][CH2:10][CH2:9]1)(=O)=O.O[C:19]1[CH:28]=[CH:27][C:26]2[C:21](=[CH:22][CH:23]=[C:24](C#N)[CH:25]=2)[CH:20]=1.C(=O)([O-])[O-].[K+].[K+].O.[CH3:38][N:39](C)C=O. No catalyst specified. The product is [S:11]1[C:12]2[CH:17]=[CH:16][CH:15]=[CH:14][C:13]=2[N:8]([CH2:7][CH2:6][O:5][C:28]2[CH:27]=[C:26]3[C:21](=[CH:20][CH:19]=2)[C:22]([C:38]#[N:39])=[CH:23][CH:24]=[CH:25]3)[CH2:9][CH2:10]1. The yield is 0.720. (7) The reactants are [NH2:1][C:2]1[CH:7]=[CH:6][C:5]([N:8]2[C:14](=[O:15])[CH2:13][C:12](=[O:16])[NH:11][C:10]3[C:17]4[C:22]([CH:23]=[CH:24][C:9]2=3)=[CH:21][CH:20]=[CH:19][CH:18]=4)=[CH:4][CH:3]=1.[Br:25][C:26]1[CH:27]=[C:28]([CH2:32][S:33](Cl)(=[O:35])=[O:34])[CH:29]=[CH:30][CH:31]=1. No catalyst specified. The product is [Br:25][C:26]1[CH:27]=[C:28]([CH2:32][S:33]([NH:1][C:2]2[CH:7]=[CH:6][C:5]([N:8]3[C:14](=[O:15])[CH2:13][C:12](=[O:16])[NH:11][C:10]4[C:17]5[C:22]([CH:23]=[CH:24][C:9]3=4)=[CH:21][CH:20]=[CH:19][CH:18]=5)=[CH:4][CH:3]=2)(=[O:35])=[O:34])[CH:29]=[CH:30][CH:31]=1. The yield is 0.920. (8) The reactants are [Br:1][C:2]1[N:3]=[C:4]([C@H:12]2[CH2:17][N:16]3[C:18](=[O:21])[O:19][CH2:20][C@@H:15]3[CH2:14][CH2:13]2)[N:5]2[CH:10]=[CH:9][N:8]=[C:7](Cl)[C:6]=12.[NH4+:22].[OH-].C(O)CC. No catalyst specified. The product is [NH2:22][C:7]1[C:6]2[N:5]([C:4]([C@H:12]3[CH2:17][N:16]4[C:18](=[O:21])[O:19][CH2:20][C@@H:15]4[CH2:14][CH2:13]3)=[N:3][C:2]=2[Br:1])[CH:10]=[CH:9][N:8]=1. The yield is 0.350. (9) The catalyst is C1COCC1.N(C(OCC)=O)=NC(OCC)=O. The product is [CH3:1][O:2][C:3]([CH2:4][C@H:5]1[CH2:8][C@H:7]([O:9][C:37](=[O:38])[C:36]2[CH:35]=[CH:34][C:33]([N+:30]([O-:32])=[O:31])=[CH:41][CH:40]=2)[CH2:6]1)=[O:10]. The reactants are [CH3:1][O:2][C:3](=[O:10])[CH2:4][C@H:5]1[CH2:8][C@@H:7]([OH:9])[CH2:6]1.C1(P(C2C=CC=CC=2)C2C=CC=CC=2)C=CC=CC=1.[N+:30]([C:33]1[CH:41]=[CH:40][C:36]([C:37](O)=[O:38])=[CH:35][CH:34]=1)([O-:32])=[O:31].C1(C)C=CC=CC=1. The yield is 0.480.